From a dataset of Full USPTO retrosynthesis dataset with 1.9M reactions from patents (1976-2016). Predict the reactants needed to synthesize the given product. Given the product [C:11]1([NH:10][C:5]2[C:4]([NH2:1])=[CH:9][CH:8]=[CH:7][CH:6]=2)[C:20]2[C:15](=[CH:16][CH:17]=[CH:18][CH:19]=2)[CH:14]=[CH:13][CH:12]=1, predict the reactants needed to synthesize it. The reactants are: [N+:1]([C:4]1[CH:9]=[CH:8][CH:7]=[CH:6][C:5]=1[NH:10][C:11]1[C:20]2[C:15](=[CH:16][CH:17]=[CH:18][CH:19]=2)[CH:14]=[CH:13][CH:12]=1)([O-])=O.